Dataset: Forward reaction prediction with 1.9M reactions from USPTO patents (1976-2016). Task: Predict the product of the given reaction. (1) Given the reactants [N+:1]([O-:4])(O)=[O:2].S(=O)(=O)(O)O.C([N:13]1[C:21]2[C:16](=[CH:17][CH:18]=[CH:19][CH:20]=2)[CH2:15][CH:14]1[CH3:22])(=O)C, predict the reaction product. The product is: [CH3:22][CH:14]1[CH2:15][C:16]2[C:21](=[CH:20][CH:19]=[C:18]([N+:1]([O-:4])=[O:2])[CH:17]=2)[NH:13]1. (2) Given the reactants [C:1]([C:5]1[CH:6]=[C:7]2[C:12](=[C:13]([F:15])[CH:14]=1)[C:11](=[O:16])[NH:10][N:9]=[CH:8]2)([CH3:4])([CH3:3])[CH3:2].Br[C:18]1[C:19]([CH:35]=[O:36])=[C:20]([N:24]2[C:32]3[C:27](=[CH:28][CH:29]=[CH:30][CH:31]=3)[C:26]([C:33]#[N:34])=[CH:25]2)[CH:21]=[CH:22][CH:23]=1.C(=O)(O)[O-].[Na+], predict the reaction product. The product is: [C:1]([C:5]1[CH:6]=[C:7]2[C:12](=[C:13]([F:15])[CH:14]=1)[C:11](=[O:16])[N:10]([C:18]1[C:19]([CH:35]=[O:36])=[C:20]([N:24]3[C:32]4[C:27](=[CH:28][CH:29]=[CH:30][CH:31]=4)[C:26]([C:33]#[N:34])=[CH:25]3)[CH:21]=[CH:22][CH:23]=1)[N:9]=[CH:8]2)([CH3:4])([CH3:2])[CH3:3]. (3) Given the reactants CN(C)[CH2:3][C:4]#[C:5][C:6]1[CH:7]=[C:8]([C@@H:12]2[C@@H:16]([C:17]3[CH:22]=[CH:21][CH:20]=[C:19]([F:23])[CH:18]=3)[O:15][C:14](=[O:24])[NH:13]2)[CH:9]=[N:10][CH:11]=1.Br[C:27]1C=C([C@@H]2[C@@H](C3C=CC=C(F)C=3)OC(=O)N2)C=N[CH:32]=1.C(C1CC1)#C, predict the reaction product. The product is: [CH:3]1([C:4]#[C:5][C:6]2[CH:7]=[C:8]([C@@H:12]3[C@@H:16]([C:17]4[CH:22]=[CH:21][CH:20]=[C:19]([F:23])[CH:18]=4)[O:15][C:14](=[O:24])[NH:13]3)[CH:9]=[N:10][CH:11]=2)[CH2:32][CH2:27]1. (4) The product is: [N+:1]([C:4]1[C:13]2[C:8](=[CH:9][CH:10]=[CH:11][CH:12]=2)[C:7]([N:14]=[C:15]2[N:19]([CH2:24][CH:25]([CH3:27])[CH3:26])[C@@H:18]([CH2:20][CH:21]([CH3:23])[CH3:22])[CH2:17][S:16]2)=[CH:6][CH:5]=1)([O-:3])=[O:2]. Given the reactants [N+:1]([C:4]1[C:13]2[C:8](=[CH:9][CH:10]=[CH:11][CH:12]=2)[C:7]([N:14]=[C:15]2[NH:19][C@@H:18]([CH2:20][CH:21]([CH3:23])[CH3:22])[CH2:17][S:16]2)=[CH:6][CH:5]=1)([O-:3])=[O:2].[CH2:24](Br)[CH:25]([CH3:27])[CH3:26], predict the reaction product.